This data is from Full USPTO retrosynthesis dataset with 1.9M reactions from patents (1976-2016). The task is: Predict the reactants needed to synthesize the given product. (1) Given the product [NH2:2][C:3]1[C:22]2[N:18]([CH3:11])[C:19](=[O:26])[NH:20][C:21]=2[CH:6]=[CH:5][CH:4]=1, predict the reactants needed to synthesize it. The reactants are: C[NH:2][C:3]1C(N)=C[CH:6]=[CH:5][C:4]=1N.[C:11]([N:18]1[CH:22]=[CH:21][N:20]=[CH:19]1)(N1C=CN=C1)=O.C1C[O:26]CC1. (2) Given the product [CH3:42][N:41]([CH3:43])[CH2:40][CH2:39][N:37]1[CH:38]=[C:34]([C:31]2[CH:32]=[CH:33][C:28]([F:27])=[C:29]([C:50]([F:52])([F:51])[F:53])[CH:30]=2)[N:35]=[C:36]1[CH:44]1[CH2:45][CH2:46][N:47]([C:2]2[C:3]3[CH2:10][C:9](=[O:11])[N:8]([CH2:12][C:13]4[CH:18]=[CH:17][C:16]([O:19][CH3:20])=[CH:15][C:14]=4[O:21][CH3:22])[C:4]=3[N:5]=[CH:6][N:7]=2)[CH2:48][CH2:49]1, predict the reactants needed to synthesize it. The reactants are: Cl[C:2]1[C:3]2[CH2:10][C:9](=[O:11])[N:8]([CH2:12][C:13]3[CH:18]=[CH:17][C:16]([O:19][CH3:20])=[CH:15][C:14]=3[O:21][CH3:22])[C:4]=2[N:5]=[CH:6][N:7]=1.CO.Cl.Cl.[F:27][C:28]1[CH:33]=[CH:32][C:31]([C:34]2[N:35]=[C:36]([CH:44]3[CH2:49][CH2:48][NH:47][CH2:46][CH2:45]3)[N:37]([CH2:39][CH2:40][N:41]([CH3:43])[CH3:42])[CH:38]=2)=[CH:30][C:29]=1[C:50]([F:53])([F:52])[F:51].